The task is: Predict the reactants needed to synthesize the given product.. This data is from Full USPTO retrosynthesis dataset with 1.9M reactions from patents (1976-2016). (1) Given the product [Br:1][C:2]1[CH:7]=[C:6]([CH:5]=[CH:4][C:3]=1[CH2:11][CH3:12])[NH2:8], predict the reactants needed to synthesize it. The reactants are: [Br:1][C:2]1[CH:7]=[C:6]([N+:8]([O-])=O)[CH:5]=[CH:4][C:3]=1[CH2:11][CH3:12]. (2) Given the product [CH2:25]([N:7]1[C:8]2([CH2:14][CH2:13][N:12]([C:15]([O:17][C:18]([CH3:19])([CH3:21])[CH3:20])=[O:16])[CH2:11][CH2:10]2)[NH:9][C@@H:5]([CH2:4][CH2:3][S:2][CH3:1])[C:6]1=[O:22])[C:26]1[CH:31]=[CH:30][CH:29]=[CH:28][CH:27]=1, predict the reactants needed to synthesize it. The reactants are: [CH3:1][S:2][CH2:3][CH2:4][C@@H:5]1[NH:9][C:8]2([CH2:14][CH2:13][N:12]([C:15]([O:17][C:18]([CH3:21])([CH3:20])[CH3:19])=[O:16])[CH2:11][CH2:10]2)[NH:7][C:6]1=[O:22].[H-].[Na+].[CH2:25](Cl)[C:26]1[CH:31]=[CH:30][CH:29]=[CH:28][CH:27]=1.[NH4+].[Cl-]. (3) Given the product [C:24]([O:23][C:21](=[O:22])[NH:1][C:2]1[S:3][C@:4]2([CH2:19][OH:20])[C@H:6]([C@:7]([C:11]3[CH:16]=[C:15]([Br:17])[CH:14]=[CH:13][C:12]=3[F:18])([CH2:9][F:10])[N:8]=1)[CH2:5]2)([CH3:27])([CH3:26])[CH3:25], predict the reactants needed to synthesize it. The reactants are: [NH2:1][C:2]1[S:3][C@:4]2([CH2:19][OH:20])[C@H:6]([C@:7]([C:11]3[CH:16]=[C:15]([Br:17])[CH:14]=[CH:13][C:12]=3[F:18])([CH2:9][F:10])[N:8]=1)[CH2:5]2.[C:21](O[C:21]([O:23][C:24]([CH3:27])([CH3:26])[CH3:25])=[O:22])([O:23][C:24]([CH3:27])([CH3:26])[CH3:25])=[O:22].C(=O)(O)[O-].[Na+]. (4) Given the product [N:1]1[C:31]2[C:30](=[CH:35][CH:34]=[CH:33][CH:32]=2)[CH:29]=[CH:5][C:10]=1[CH2:9][Br:11], predict the reactants needed to synthesize it. The reactants are: [N:1]1[C:10]2[C:5](=CC=C[CH:9]=2)C=CC=1.[Br:11]N1C(=O)CCC1=O.[C:29](OO[C:29](=O)[C:30]1[CH:35]=[CH:34][CH:33]=[CH:32][CH:31]=1)(=O)[C:30]1[CH:35]=[CH:34][CH:33]=[CH:32][CH:31]=1.C1(=O)NC(=O)CC1. (5) Given the product [CH3:13][N:2]([CH3:1])[C:3]1[CH:4]=[CH:5][C:6]([CH2:9][C:10]([N:15]([CH3:14])[C@H:16]2[CH2:35][N:20]3[C:21]4[C:26]([C:27]([CH2:28][C:29]([OH:31])=[O:30])=[C:19]3[CH2:18][CH2:17]2)=[CH:25][CH:24]=[CH:23][CH:22]=4)=[O:12])=[CH:7][CH:8]=1, predict the reactants needed to synthesize it. The reactants are: [CH3:1][N:2]([CH3:13])[C:3]1[CH:8]=[CH:7][C:6]([CH2:9][C:10]([OH:12])=O)=[CH:5][CH:4]=1.[CH3:14][NH:15][C@H:16]1[CH2:35][N:20]2[C:21]3[C:26]([C:27]([CH2:28][C:29]([O:31]CCC)=[O:30])=[C:19]2[CH2:18][CH2:17]1)=[CH:25][CH:24]=[CH:23][CH:22]=3. (6) The reactants are: [Cl:1][C:2]1[CH:7]=[CH:6][C:5]([C:8]2([OH:34])[CH2:13][CH2:12][N:11]([CH2:14][C:15]([N:17]3[C@@H:22]([CH3:23])[CH2:21][O:20][C@H:19]([CH2:24][C:25]4[CH:30]=[CH:29][C:28]([F:31])=[CH:27][CH:26]=4)[CH2:18]3)=O)[CH2:10][C:9]2([CH3:33])[CH3:32])=[CH:4][CH:3]=1. Given the product [Cl:1][C:2]1[CH:7]=[CH:6][C:5]([C:8]2([OH:34])[CH2:13][CH2:12][N:11]([CH2:14][CH2:15][N:17]3[C@@H:22]([CH3:23])[CH2:21][O:20][C@H:19]([CH2:24][C:25]4[CH:26]=[CH:27][C:28]([F:31])=[CH:29][CH:30]=4)[CH2:18]3)[CH2:10][C:9]2([CH3:33])[CH3:32])=[CH:4][CH:3]=1, predict the reactants needed to synthesize it. (7) Given the product [Cl:1][C:2]1[CH:3]=[C:4]([NH:9][CH:10]([CH3:11])[CH2:12][OH:13])[CH:5]=[CH:6][C:7]=1[F:8], predict the reactants needed to synthesize it. The reactants are: [Cl:1][C:2]1[CH:3]=[C:4]([NH:9][C@H:10]([C:12](OC)=[O:13])[CH3:11])[CH:5]=[CH:6][C:7]=1[F:8].CC(C[AlH]CC(C)C)C.[NH4+].[Cl-].[O-]S([O-])(=O)=O.[Mg+2].